From a dataset of NCI-60 drug combinations with 297,098 pairs across 59 cell lines. Regression. Given two drug SMILES strings and cell line genomic features, predict the synergy score measuring deviation from expected non-interaction effect. (1) Drug 1: C1=CC(=C(C=C1I)F)NC2=C(C=CC(=C2F)F)C(=O)NOCC(CO)O. Drug 2: CC1=C(C(=CC=C1)Cl)NC(=O)C2=CN=C(S2)NC3=CC(=NC(=N3)C)N4CCN(CC4)CCO. Cell line: OVCAR3. Synergy scores: CSS=48.2, Synergy_ZIP=-2.49, Synergy_Bliss=-2.60, Synergy_Loewe=0.846, Synergy_HSA=2.59. (2) Drug 1: C1CCC(CC1)NC(=O)N(CCCl)N=O. Drug 2: C1C(C(OC1N2C=C(C(=O)NC2=O)F)CO)O. Cell line: SN12C. Synergy scores: CSS=34.4, Synergy_ZIP=-4.79, Synergy_Bliss=-5.43, Synergy_Loewe=-25.4, Synergy_HSA=-2.92.